From a dataset of Forward reaction prediction with 1.9M reactions from USPTO patents (1976-2016). Predict the product of the given reaction. (1) Given the reactants [OH-].[Na+].[F:3][C:4]1[C:9]2[CH:10]=[C:11]([CH2:13][C:14]3[CH:19]=[CH:18][CH:17]=[C:16]([S:20]([CH3:23])(=[O:22])=[O:21])[CH:15]=3)[S:12][C:8]=2[C:7]([C:24]2[CH:25]=[C:26]([CH:32]=[CH:33][CH:34]=2)[C:27](OCC)=[O:28])=[CH:6][CH:5]=1.Cl.Cl.[NH2:37][CH2:38][C:39]([NH2:41])=[O:40].CCN=C=NCCCN(C)C.C1C=CC2N(O)N=NC=2C=1.C(N(CC)CC)C, predict the reaction product. The product is: [NH2:41][C:39](=[O:40])[CH2:38][NH:37][C:27](=[O:28])[C:26]1[CH:32]=[CH:33][CH:34]=[C:24]([C:7]2[C:8]3[S:12][C:11]([CH2:13][C:14]4[CH:19]=[CH:18][CH:17]=[C:16]([S:20]([CH3:23])(=[O:21])=[O:22])[CH:15]=4)=[CH:10][C:9]=3[C:4]([F:3])=[CH:5][CH:6]=2)[CH:25]=1. (2) Given the reactants [Cl-].C[N+](C)(C)CCOC(=O)C=C.[CH2:13]=[CH:14][C:15]1[CH:20]=[CH:19][CH:18]=[CH:17][CH:16]=1.[C:21]([NH2:25])(=[O:24])[CH:22]=[CH2:23], predict the reaction product. The product is: [CH2:13]=[CH:14][C:15]1[CH:20]=[CH:19][CH:18]=[CH:17][CH:16]=1.[C:21]([NH2:25])(=[O:24])[CH:22]=[CH2:23]. (3) Given the reactants C1(N=C=NC2CCCCC2)CCCCC1.[NH2:16][C:17]1[C:22]([C:23]([OH:25])=[O:24])=[C:21]([OH:26])[C:20]([Br:27])=[CH:19][CH:18]=1.[C:28](O)([CH3:31])([CH3:30])[CH3:29], predict the reaction product. The product is: [NH2:16][C:17]1[C:22]([C:23]([O:25][C:28]([CH3:31])([CH3:30])[CH3:29])=[O:24])=[C:21]([OH:26])[C:20]([Br:27])=[CH:19][CH:18]=1.